This data is from Reaction yield outcomes from USPTO patents with 853,638 reactions. The task is: Predict the reaction yield, written as a fraction of the theoretical maximum amount of product (1.0 means a 100% yield; for example, 0.34 means a 34% yield). (1) The reactants are Br[CH2:2][C:3]1[CH:8]=[CH:7][C:6]([CH2:9][C:10]([OH:12])=[O:11])=[CH:5][CH:4]=1.C1N2CN3CN(C2)CN1C3.Cl.C(Cl)Cl.C([OH:29])C. The catalyst is O. The product is [CH:2]([C:3]1[CH:8]=[CH:7][C:6]([CH2:9][C:10]([OH:12])=[O:11])=[CH:5][CH:4]=1)=[O:29]. The yield is 0.870. (2) The reactants are [NH2:1][C:2]1[CH:7]=[C:6](Cl)[N:5]=[C:4]([C:9]2[CH:10]=[C:11]([CH:20]=[CH:21][CH:22]=2)[O:12][CH2:13][C:14]([NH:16][CH:17]([CH3:19])[CH3:18])=[O:15])[N:3]=1.[CH3:23][N:24]1[CH2:29][CH2:28][NH:27][CH2:26][CH2:25]1. The catalyst is CCCCO. The product is [NH2:1][C:2]1[CH:7]=[C:6]([N:27]2[CH2:28][CH2:29][N:24]([CH3:23])[CH2:25][CH2:26]2)[N:5]=[C:4]([C:9]2[CH:10]=[C:11]([CH:20]=[CH:21][CH:22]=2)[O:12][CH2:13][C:14]([NH:16][CH:17]([CH3:19])[CH3:18])=[O:15])[N:3]=1. The yield is 0.390. (3) The reactants are Cl[C:2]1[N:7]=[CH:6][C:5]([S:8]([N:11]([CH2:18][CH:19]2[CH2:23][O:22][C:21]([CH3:25])([CH3:24])[O:20]2)[C:12]2[CH:17]=[CH:16][CH:15]=[CH:14][CH:13]=2)(=[O:10])=[O:9])=[CH:4][CH:3]=1.O.[NH2:27][NH2:28]. No catalyst specified. The product is [CH3:24][C:21]1([CH3:25])[O:20][CH:19]([CH2:18][N:11]([C:12]2[CH:17]=[CH:16][CH:15]=[CH:14][CH:13]=2)[S:8]([C:5]2[CH:6]=[N:7][C:2]([NH:27][NH2:28])=[CH:3][CH:4]=2)(=[O:10])=[O:9])[CH2:23][O:22]1. The yield is 0.990. (4) The reactants are [Cl:1][C:2]1[CH:7]=[CH:6][CH:5]=[C:4]([Cl:8])[C:3]=1[NH:9][C:10]1[NH:11][C:12]2[C:21]3[C:20](=[O:22])[NH:19][CH:18](O)[C:17](C)([CH3:24])[C:16]=3[CH:15]=[CH:14][C:13]=2[N:26]=1.[C:27]([O-])(O)=O.[Na+]. The catalyst is OS(O)(=O)=O. The product is [Cl:8][C:4]1[CH:5]=[CH:6][CH:7]=[C:2]([Cl:1])[C:3]=1[NH:9][C:10]1[NH:11][C:12]2[C:21]3[C:20](=[O:22])[NH:19][C:18]([CH3:27])=[C:17]([CH3:24])[C:16]=3[CH:15]=[CH:14][C:13]=2[N:26]=1. The yield is 0.840. (5) The reactants are C(Cl)(=O)C(Cl)=O.CS(C)=O.[OH:11][C@H:12]1[CH2:33][CH2:32][C@@:31]2([CH3:34])[C@@H:14]([CH2:15][CH2:16][C@:17]3([CH3:48])[C@@H:30]2[CH2:29][CH:28]=[C:27]2[C@@:18]3([CH3:47])[CH2:19][CH2:20][C@:21]3([C:37]([O:39][CH2:40][C:41]4[CH:46]=[CH:45][CH:44]=[CH:43][CH:42]=4)=[O:38])[C@H:26]2[C@@H:25]([CH3:35])[C@H:24]([CH3:36])[CH2:23][CH2:22]3)[C:13]1([CH3:50])[CH3:49].C(N(CC)CC)C. The catalyst is C(Cl)Cl. The product is [CH3:35][C@@H:25]1[C@@H:26]2[C@@:21]([C:37]([O:39][CH2:40][C:41]3[CH:42]=[CH:43][CH:44]=[CH:45][CH:46]=3)=[O:38])([CH2:20][CH2:19][C@:18]3([CH3:47])[C:27]2=[CH:28][CH2:29][C@H:30]2[C@@:17]3([CH3:48])[CH2:16][CH2:15][C@@H:14]3[C@:31]2([CH3:34])[CH2:32][CH2:33][C:12](=[O:11])[C:13]3([CH3:49])[CH3:50])[CH2:22][CH2:23][C@H:24]1[CH3:36]. The yield is 0.950. (6) The reactants are [CH:1]1([O:4][C:5]2[CH:6]=[C:7]([C:15]3[N:32](COCC[Si](C)(C)C)[C:18]4[CH:19]=[N:20][N:21]([CH2:24][O:25][CH2:26][CH2:27][Si:28]([CH3:31])([CH3:30])[CH3:29])[C:22](=[O:23])[C:17]=4[C:16]=3[CH2:41][CH3:42])[CH:8]=[CH:9][C:10]=2[O:11][CH:12]([F:14])[F:13])[CH2:3][CH2:2]1.C1(OC2C=C(C3N(COCC[Si](C)(C)C)C4C=NN(COCC[Si](C)(C)C)C(=O)C=4C=3C)C=CC=2OC(F)F)CC1. No catalyst specified. The product is [CH:1]1([O:4][C:5]2[CH:6]=[C:7]([C:15]3[NH:32][C:18]4[CH:19]=[N:20][N:21]([CH2:24][O:25][CH2:26][CH2:27][Si:28]([CH3:30])([CH3:29])[CH3:31])[C:22](=[O:23])[C:17]=4[C:16]=3[CH2:41][CH3:42])[CH:8]=[CH:9][C:10]=2[O:11][CH:12]([F:14])[F:13])[CH2:3][CH2:2]1. The yield is 0.790. (7) The reactants are Cl[CH2:2][CH2:3][CH2:4][CH2:5][CH2:6][CH2:7][CH2:8][CH2:9][OH:10].[CH2:11](CN)[C:12]1[CH:17]=[CH:16][CH:15]=[CH:14][CH:13]=1.C(=O)([O-])[O-].[Na+].[Na+].[I-].[Na+].[C:28](#[N:30])C. The catalyst is CC(OC)(C)C. The product is [CH2:11]([N:30]([CH2:2][CH2:3][CH2:4][CH2:5][CH2:6][CH2:7][CH2:8][CH2:9][OH:10])[CH3:28])[C:12]1[CH:13]=[CH:14][CH:15]=[CH:16][CH:17]=1. The yield is 0.960. (8) The reactants are [C:1]([C:4]1[S:8][C:7]([C:9]([OH:11])=O)=[CH:6][CH:5]=1)(=[O:3])[CH3:2].S(Cl)(Cl)=O.[NH2:16][C:17]1[CH:18]=[C:19]([CH:32]=[CH:33][CH:34]=1)[C:20]([C:22]1[CH:30]=[C:29]2[C:25]([CH2:26][C:27](=[O:31])[NH:28]2)=[CH:24][CH:23]=1)=[O:21]. The catalyst is C1COCC1. The product is [O:31]=[C:27]1[CH2:26][C:25]2[C:29](=[CH:30][C:22]([C:20]([C:19]3[CH:18]=[C:17]([NH:16][C:9]([C:7]4[S:8][C:4]([C:1](=[O:3])[CH3:2])=[CH:5][CH:6]=4)=[O:11])[CH:34]=[CH:33][CH:32]=3)=[O:21])=[CH:23][CH:24]=2)[NH:28]1. The yield is 0.770. (9) The reactants are [F:1][C:2]1[CH:3]=[C:4]([CH:6]=[CH:7][C:8]=1[N+:9]([O-:11])=[O:10])[NH2:5].[Br:12]N1C(=O)CCC1=O. The catalyst is C(OCC)(=O)C. The product is [Br:12][C:6]1[CH:7]=[C:8]([N+:9]([O-:11])=[O:10])[C:2]([F:1])=[CH:3][C:4]=1[NH2:5]. The yield is 0.500. (10) The reactants are [H-].[Na+].Cl[C:4]1[CH:5]=[N:6][C:7]2[C:12]([C:13]=1[C:14]#[N:15])=[N:11][C:10]([O:16][CH3:17])=[CH:9][CH:8]=2.[CH2:18]([OH:25])[C:19]1[CH:24]=[CH:23][CH:22]=[CH:21][CH:20]=1.C(OCC)(=O)C. The catalyst is O1CCCC1. The product is [CH2:18]([O:25][C:4]1[CH:5]=[N:6][C:7]2[C:12]([C:13]=1[C:14]#[N:15])=[N:11][C:10]([O:16][CH3:17])=[CH:9][CH:8]=2)[C:19]1[CH:24]=[CH:23][CH:22]=[CH:21][CH:20]=1. The yield is 0.640.